Dataset: Forward reaction prediction with 1.9M reactions from USPTO patents (1976-2016). Task: Predict the product of the given reaction. (1) Given the reactants C1(C[O:8][CH2:9][CH2:10][CH2:11][O:12][CH2:13][CH2:14][O:15][CH2:16][CH2:17][O:18][CH2:19][CH2:20][NH:21][C:22](=[O:28])[O:23][C:24]([CH3:27])([CH3:26])[CH3:25])C=CC=CC=1.[H][H], predict the reaction product. The product is: [OH:8][CH2:9][CH2:10][CH2:11][O:12][CH2:13][CH2:14][O:15][CH2:16][CH2:17][O:18][CH2:19][CH2:20][NH:21][C:22](=[O:28])[O:23][C:24]([CH3:26])([CH3:25])[CH3:27]. (2) Given the reactants [CH2:1]([O:3][C:4]([CH:6]1[N:11](CC2C=CC(OC)=CC=2OC)[CH2:10][CH:9]2[C:23]3[CH:29]=[CH:28][CH:27]=[CH:26][C:24]=3[S:25][CH:8]2[C:7]1=[O:30])=[O:5])[CH3:2].S(Cl)(Cl)=O.C(=O)(O)[O-].[Na+], predict the reaction product. The product is: [CH2:1]([O:3][C:4]([C:6]1[N:11]=[CH:10][C:9]2[C:23]3[CH:29]=[CH:28][CH:27]=[CH:26][C:24]=3[S:25][C:8]=2[C:7]=1[OH:30])=[O:5])[CH3:2]. (3) The product is: [C:27]([C:12]1[CH:13]=[CH:8][N:9]=[CH:10][CH:11]=1)([CH3:26])([CH3:22])[CH3:29]. Given the reactants Br[C:10]1[N:9]=[C:8]([C:8]2[CH:13]=[CH:12][CH:11]=[C:10](Br)[N:9]=2)[CH:13]=[CH:12][CH:11]=1.CC1N=C([C:22]2[CH:27]=[CH:26]C=C(C)N=2)C=CC=1.[CH2:29](C1N=C(C2C=CC=C(C)N=2)C=CC=1)CCC, predict the reaction product. (4) Given the reactants CC(OCC([O:8][C:9]([CH:11]=[CH2:12])=[O:10])C)COC(C[O:8][C:9]([CH:11]=[CH2:12])=[O:10])C.CC[C:24](COC(C=C)=O)(COC(C=C)=O)[CH2:25][O:26][C:27](C=C)=[O:28].C([N:45]1CCCC1=O)=C, predict the reaction product. The product is: [C:9]([OH:10])(=[O:8])[CH:11]=[CH2:12].[NH2:45][C:27]([O:26][CH2:25][CH3:24])=[O:28]. (5) The product is: [NH2:9][C:3]1[N:4]=[CH:5][N:6]=[C:7]([NH:11][C:12]23[CH2:16][C:15]([NH:18][C:19](=[O:28])[CH:45]=[CH2:46])([CH2:17]2)[CH2:14][CH2:13]3)[C:2]=1[C:33]1[CH:34]=[CH:35][C:30]([O:29][C:36]2[CH:41]=[CH:40][CH:39]=[CH:38][CH:37]=2)=[CH:31][CH:32]=1. Given the reactants Cl[C:2]1[C:3]([NH2:9])=[N:4][CH:5]=[N:6][C:7]=1Cl.Cl.[NH2:11][C:12]12[CH2:17][C:15]([NH:18][C:19](=[O:28])OCC3C=CC=CC=3)([CH2:16]1)[CH2:14][CH2:13]2.[O:29]([C:36]1[CH:41]=[CH:40][C:39](B(O)O)=[CH:38][CH:37]=1)[C:30]1[CH:35]=[CH:34][CH:33]=[CH:32][CH:31]=1.[C:45](Cl)(=O)[CH:46]=C, predict the reaction product. (6) Given the reactants C(N(CC)[C:4](=[O:32])[CH:5]([CH2:22][C:23]1[CH:28]=[CH:27][C:26]([N+:29]([O-:31])=[O:30])=[CH:25][CH:24]=1)[C:6]([NH:8][S:9]([C:12]1[CH:21]=[CH:20][C:19]2[C:14](=[CH:15][CH:16]=[CH:17][CH:18]=2)[CH:13]=1)(=[O:11])=[O:10])=[O:7])C.[CH:35]([NH2:48])([C:42]1[CH:47]=[CH:46][CH:45]=[CH:44][CH:43]=1)[C:36]1[CH:41]=[CH:40][CH:39]=[CH:38][CH:37]=1, predict the reaction product. The product is: [C:36]1([CH:35]([C:42]2[CH:43]=[CH:44][CH:45]=[CH:46][CH:47]=2)[NH:48][C:4](=[O:32])[CH:5]([CH2:22][C:23]2[CH:24]=[CH:25][C:26]([N+:29]([O-:31])=[O:30])=[CH:27][CH:28]=2)[C:6]([NH:8][S:9]([C:12]2[CH:21]=[CH:20][C:19]3[C:14](=[CH:15][CH:16]=[CH:17][CH:18]=3)[CH:13]=2)(=[O:11])=[O:10])=[O:7])[CH:41]=[CH:40][CH:39]=[CH:38][CH:37]=1. (7) Given the reactants [Br:1][C:2]1[CH:3]=[CH:4][C:5]([Cl:20])=[C:6]([C:8]2[C:17]3[C:12](=[CH:13][CH:14]=[CH:15][CH:16]=3)[CH:11]=[C:10]([CH:18]=[O:19])[N:9]=2)[CH:7]=1.[OH-:21].[Na+], predict the reaction product. The product is: [Br:1][C:2]1[CH:3]=[CH:4][C:5]([Cl:20])=[C:6]([C:8]2[C:17]3[C:12](=[CH:13][CH:14]=[CH:15][CH:16]=3)[CH:11]=[C:10]([C:18]([OH:21])=[O:19])[N:9]=2)[CH:7]=1.